From a dataset of Catalyst prediction with 721,799 reactions and 888 catalyst types from USPTO. Predict which catalyst facilitates the given reaction. Reactant: [C:1]([O:5][C:6]([NH:8][C@@H:9]1[CH2:13][CH2:12][NH:11][CH2:10]1)=[O:7])([CH3:4])([CH3:3])[CH3:2].[F:14][C:15]1[CH:23]=[CH:22][C:18]([C:19](Cl)=O)=[CH:17][CH:16]=1.C(N(CC)C(C)C)(C)C.O. Product: [C:1]([O:5][C:6](=[O:7])[NH:8][CH:9]1[CH2:13][CH2:12][N:11]([CH2:19][C:18]2[CH:22]=[CH:23][C:15]([F:14])=[CH:16][CH:17]=2)[CH2:10]1)([CH3:4])([CH3:2])[CH3:3]. The catalyst class is: 31.